This data is from Forward reaction prediction with 1.9M reactions from USPTO patents (1976-2016). The task is: Predict the product of the given reaction. (1) Given the reactants Cl[C:2]1[CH:7]=[N:6][CH:5]=[C:4]([CH3:8])[N:3]=1.[O-]S(OOS([O-])(=O)=O)(=O)=O.[K+].[K+].C(O)C.[OH-:24].[Ca+2].[OH-:26], predict the reaction product. The product is: [CH3:8][C:4]1[CH:5]=[N:6][CH:7]=[C:2]([OH:26])[N+:3]=1[O-:24]. (2) Given the reactants [C:1]([O:5][C:6]([N:8]1[CH2:13][CH2:12][CH:11]([CH2:14][O:15][C:16]2[CH:25]=[C:24]3[C:19]([C:20](Cl)=[CH:21][N:22]=[N:23]3)=[CH:18][C:17]=2[O:27][CH3:28])[CH2:10][CH2:9]1)=[O:7])([CH3:4])([CH3:3])[CH3:2].O[C:30]1[CH:31]=[C:32]2[C:36](=[CH:37][CH:38]=1)[NH:35][C:34]([CH3:39])=[CH:33]2.C(=O)([O-])[O-].[Cs+].[Cs+], predict the reaction product. The product is: [C:1]([O:5][C:6]([N:8]1[CH2:13][CH2:12][CH:11]([CH2:14][O:15][C:16]2[CH:25]=[C:24]3[C:19]([C:20]([C:30]4[CH:31]=[C:32]5[C:36](=[CH:37][CH:38]=4)[NH:35][C:34]([CH3:39])=[CH:33]5)=[CH:21][N:22]=[N:23]3)=[CH:18][C:17]=2[O:27][CH3:28])[CH2:10][CH2:9]1)=[O:7])([CH3:4])([CH3:3])[CH3:2]. (3) Given the reactants [F:1][C:2]1[CH:7]=[C:6]([N+:8]([O-])=O)[CH:5]=[CH:4][C:3]=1[N:11]1[CH:15]=[CH:14][CH:13]=[N:12]1, predict the reaction product. The product is: [F:1][C:2]1[CH:7]=[C:6]([NH2:8])[CH:5]=[CH:4][C:3]=1[N:11]1[CH:15]=[CH:14][CH:13]=[N:12]1. (4) Given the reactants FC(F)(F)C([O:5][CH2:6][CH:7]1[CH:11]([CH2:12][N:13]2[CH:17]=[C:16]([C:18]3[CH:23]=[C:22]([CH3:24])[CH:21]=[C:20]([NH:25][C:26]4[N:31]=[C:30]([CH:32]([F:34])[F:33])[CH:29]=[CH:28][N:27]=4)[CH:19]=3)[CH:15]=[N:14]2)[O:10][C:9](=[O:35])[NH:8]1)=O.C(=O)([O-])[O-].[K+].[K+], predict the reaction product. The product is: [F:34][CH:32]([F:33])[C:30]1[CH:29]=[CH:28][N:27]=[C:26]([NH:25][C:20]2[CH:19]=[C:18]([C:16]3[CH:15]=[N:14][N:13]([CH2:12][CH:11]4[O:10][C:9](=[O:35])[NH:8][CH:7]4[CH2:6][OH:5])[CH:17]=3)[CH:23]=[C:22]([CH3:24])[CH:21]=2)[N:31]=1. (5) Given the reactants [Cl:1][C:2]1[CH:10]=[C:6]([C:7]([OH:9])=O)[C:5]([OH:11])=[CH:4][CH:3]=1.[NH2:12][C:13]1[S:14][CH:15]=[C:16]([C:18]2[CH:23]=[CH:22][C:21]([Cl:24])=[C:20]([Cl:25])[CH:19]=2)[N:17]=1, predict the reaction product. The product is: [Cl:1][C:2]1[CH:3]=[CH:4][C:5]([OH:11])=[C:6]([CH:10]=1)[C:7]([NH:12][C:13]1[S:14][CH:15]=[C:16]([C:18]2[CH:23]=[CH:22][C:21]([Cl:24])=[C:20]([Cl:25])[CH:19]=2)[N:17]=1)=[O:9]. (6) Given the reactants [CH3:1][S:2]([N:5]1[CH2:14][CH2:13][C:12]2[C:7](=[CH:8][CH:9]=[C:10]([N+:15]([O-])=O)[CH:11]=2)[CH2:6]1)(=[O:4])=[O:3].CCO.C1COCC1.C(Cl)Cl, predict the reaction product. The product is: [CH3:1][S:2]([N:5]1[CH2:14][CH2:13][C:12]2[C:7](=[CH:8][CH:9]=[C:10]([NH2:15])[CH:11]=2)[CH2:6]1)(=[O:4])=[O:3].